From a dataset of Forward reaction prediction with 1.9M reactions from USPTO patents (1976-2016). Predict the product of the given reaction. (1) Given the reactants [Br:1][C:2]1[CH:10]=[CH:9][C:5]([CH2:6][CH2:7][NH2:8])=[CH:4][CH:3]=1.Cl[CH2:12][CH2:13][CH2:14][C:15](Cl)=[O:16], predict the reaction product. The product is: [Br:1][C:2]1[CH:10]=[CH:9][C:5]([CH2:6][CH2:7][N:8]2[CH2:12][CH2:13][CH2:14][C:15]2=[O:16])=[CH:4][CH:3]=1. (2) Given the reactants [OH:1][C:2]([CH3:33])([CH3:32])[CH:3]([NH:15][C:16]([N:18]1[CH2:23][C:22](=[O:24])[NH:21][C:20]2[CH:25]=[C:26]([CH3:31])[C:27]([O:29][CH3:30])=[N:28][C:19]1=2)=[O:17])[C:4]1[CH:9]=[CH:8][C:7]([O:10][C:11]([F:14])([F:13])[F:12])=[CH:6][CH:5]=1, predict the reaction product. The product is: [OH:1][C:2]([CH3:33])([CH3:32])[C@@H:3]([NH:15][C:16]([N:18]1[CH2:23][C:22](=[O:24])[NH:21][C:20]2[CH:25]=[C:26]([CH3:31])[C:27]([O:29][CH3:30])=[N:28][C:19]1=2)=[O:17])[C:4]1[CH:9]=[CH:8][C:7]([O:10][C:11]([F:12])([F:14])[F:13])=[CH:6][CH:5]=1. (3) Given the reactants [F:1][C:2]1[CH:7]=[CH:6][C:5]([N:8]2[CH:12]=[C:11]([CH3:13])[N:10]=[N:9]2)=[CH:4][CH:3]=1.[Li]CCCC.CN([CH:22]=[O:23])C.[Cl-].[NH4+], predict the reaction product. The product is: [F:1][C:2]1[CH:3]=[CH:4][C:5]([N:8]2[C:12]([CH:22]=[O:23])=[C:11]([CH3:13])[N:10]=[N:9]2)=[CH:6][CH:7]=1. (4) Given the reactants C[O:2][C:3]1[C:8]2[NH:9][C:10]([C:12]3[S:13][CH:14]=[CH:15][CH:16]=3)=[N:11][C:7]=2[C:6]([C:17]([NH:19][CH2:20][CH2:21][O:22][C:23]2[CH:28]=[CH:27][C:26]([C:29]([F:32])([F:31])[F:30])=[CH:25][N:24]=2)=[O:18])=[CH:5][CH:4]=1.B(Br)(Br)Br, predict the reaction product. The product is: [OH:2][C:3]1[C:8]2[NH:9][C:10]([C:12]3[S:13][CH:14]=[CH:15][CH:16]=3)=[N:11][C:7]=2[C:6]([C:17]([NH:19][CH2:20][CH2:21][O:22][C:23]2[CH:28]=[CH:27][C:26]([C:29]([F:30])([F:32])[F:31])=[CH:25][N:24]=2)=[O:18])=[CH:5][CH:4]=1.